From a dataset of Full USPTO retrosynthesis dataset with 1.9M reactions from patents (1976-2016). Predict the reactants needed to synthesize the given product. (1) Given the product [CH3:28][C:27]1[N:26]([C:29]2[CH:34]=[CH:33][CH:32]=[C:31]([C:35]([F:37])([F:36])[F:38])[CH:30]=2)[C:25](=[O:39])[N:24]([CH2:40][CH2:41][CH3:42])[C:23](=[O:43])[C:22]=1[N:21]1[CH:13]=[N:10][N:9]=[C:7]1[C:6]1[CH:11]=[CH:12][C:3]([C:1]#[N:2])=[CH:4][CH:5]=1, predict the reactants needed to synthesize it. The reactants are: [C:1]([C:3]1[CH:12]=[CH:11][C:6]([C:7]([NH:9][NH2:10])=O)=[CH:5][CH:4]=1)#[N:2].[CH3:13]OC(OC)N(C)C.[NH2:21][C:22]1[C:23](=[O:43])[N:24]([CH2:40][CH2:41][CH3:42])[C:25](=[O:39])[N:26]([C:29]2[CH:34]=[CH:33][CH:32]=[C:31]([C:35]([F:38])([F:37])[F:36])[CH:30]=2)[C:27]=1[CH3:28].C(O)(=O)C. (2) Given the product [C:1]1([C:28]2[CH:33]=[CH:32][CH:31]=[CH:30][CH:29]=2)[CH:2]=[CH:3][C:4]([C@@H:7]2[CH2:9][C@H:8]2[NH:10][CH2:18][C:19]([N:21]2[CH2:26][CH2:25][N:24]([CH3:27])[CH2:23][CH2:22]2)=[O:20])=[CH:5][CH:6]=1, predict the reactants needed to synthesize it. The reactants are: [C:1]1([C:28]2[CH:33]=[CH:32][CH:31]=[CH:30][CH:29]=2)[CH:6]=[CH:5][C:4]([C@@H:7]2[CH2:9][C@H:8]2[N:10]([CH2:18][C:19]([N:21]2[CH2:26][CH2:25][N:24]([CH3:27])[CH2:23][CH2:22]2)=[O:20])C(=O)OC(C)(C)C)=[CH:3][CH:2]=1.O(CC)CC.Cl. (3) Given the product [N:1]1([CH2:7][CH2:8][NH:9][C:10]([C:12]2[NH:13][CH:14]=[C:15]([C:17]3[CH:18]=[CH:19][C:20]([NH:23][C:24]([NH:26][C:27]4[CH:28]=[CH:29][C:30]([CH:33]([CH3:35])[CH3:34])=[CH:31][CH:32]=4)=[O:25])=[CH:21][CH:22]=3)[CH:16]=2)=[O:11])[CH2:6][CH2:5][O:4][CH2:3][CH2:2]1, predict the reactants needed to synthesize it. The reactants are: [N:1]1([CH2:7][CH2:8][NH:9][C:10]([C:12]2[N:13](S(C3C=CC(C)=CC=3)(=O)=O)[CH:14]=[C:15]([C:17]3[CH:22]=[CH:21][C:20]([NH:23][C:24]([NH:26][C:27]4[CH:32]=[CH:31][C:30]([CH:33]([CH3:35])[CH3:34])=[CH:29][CH:28]=4)=[O:25])=[CH:19][CH:18]=3)[CH:16]=2)=[O:11])[CH2:6][CH2:5][O:4][CH2:3][CH2:2]1.C(OCC)(=O)C.C(O)CCC. (4) Given the product [CH2:15]([O:14][C:12](=[O:13])[CH2:11][O:8][CH:6]([CH:1]1[CH2:5][CH2:4][CH2:3][CH2:2]1)[CH3:7])[CH3:16], predict the reactants needed to synthesize it. The reactants are: [CH:1]1([CH:6]([OH:8])[CH3:7])[CH2:5][CH2:4][CH2:3][CH2:2]1.[N+](=[CH:11][C:12]([O:14][CH2:15][CH3:16])=[O:13])=[N-]. (5) Given the product [NH2:11][C:4]1[CH:5]=[C:6]2[C:10](=[C:2]([F:1])[CH:3]=1)[NH:9][N:8]=[CH:7]2, predict the reactants needed to synthesize it. The reactants are: [F:1][C:2]1[CH:3]=[C:4]([N+:11]([O-])=O)[CH:5]=[C:6]2[C:10]=1[NH:9][N:8]=[CH:7]2. (6) Given the product [CH3:29][O:28][C:25]1[CH:26]=[CH:27][C:22]([CH2:21][N:8]2[CH2:7][C:6]3[CH:9]=[CH:10][C:11]([C:13]([O:15][CH3:16])=[O:14])=[CH:12][C:5]=3[O:4][CH2:3][C:2]2([CH3:17])[CH3:1])=[CH:23][CH:24]=1, predict the reactants needed to synthesize it. The reactants are: [CH3:1][C:2]1([CH3:17])[NH:8][CH2:7][C:6]2[CH:9]=[CH:10][C:11]([C:13]([O:15][CH3:16])=[O:14])=[CH:12][C:5]=2[O:4][CH2:3]1.[H-].[Na+].Br[CH2:21][C:22]1[CH:27]=[CH:26][C:25]([O:28][CH3:29])=[CH:24][CH:23]=1. (7) Given the product [NH:22]1[C:26]2[CH:27]=[CH:28][CH:29]=[CH:30][C:25]=2[N:24]=[C:23]1[CH2:31][CH2:32][CH2:33][N:34]([CH3:35])[C:18](=[O:19])[CH2:17][C@@:4]1([OH:16])[CH2:3][C:2]([F:1])([F:21])[C:11]2[C:6](=[CH:7][CH:8]=[C:9]([F:12])[CH:10]=2)[C@@H:5]1[CH:13]([CH3:15])[CH3:14], predict the reactants needed to synthesize it. The reactants are: [F:1][C:2]1([F:21])[C:11]2[C:6](=[CH:7][CH:8]=[C:9]([F:12])[CH:10]=2)[C@H:5]([CH:13]([CH3:15])[CH3:14])[C@:4]([CH2:17][C:18](O)=[O:19])([OH:16])[CH2:3]1.[NH:22]1[C:26]2[CH:27]=[CH:28][CH:29]=[CH:30][C:25]=2[N:24]=[C:23]1[CH2:31][CH2:32][CH2:33][NH:34][CH3:35].N1C2C=CC=CC=2N=C1CCCN(C)C(=O)C[C@@]1(O)C([2H])([2H])C([2H])([2H])C2C(=CC=C(F)C=2)[C@@H]1C(C)C. (8) Given the product [Cl:1][C:2]1[CH:26]=[CH:25][C:24]([Cl:27])=[CH:23][C:3]=1[O:4][C:5]1[C:6]([C:11]([NH:28][C:29]2[C:30]([O:35][CH3:36])=[N:31][CH:32]=[CH:33][CH:34]=2)=[O:12])=[CH:7][N:8]=[CH:9][CH:10]=1, predict the reactants needed to synthesize it. The reactants are: [Cl:1][C:2]1[CH:26]=[CH:25][C:24]([Cl:27])=[CH:23][C:3]=1[O:4][C:5]1[CH:10]=[CH:9][N:8]=[CH:7][C:6]=1[C:11](N1C2C(=CC=CC=2)CCC1)=[O:12].[NH2:28][C:29]1[C:30]([O:35][CH3:36])=[N:31][CH:32]=[CH:33][CH:34]=1. (9) Given the product [CH:16]1([NH:15][C:4]2[N:3]=[C:2]([NH:29][C:28]3[CH:27]=[CH:26][C:25]([N:22]4[CH2:23][CH2:24][O:19][CH2:20][CH2:21]4)=[CH:31][CH:30]=3)[N:7]=[C:6]3[NH:8][N:9]=[C:10]([S:11]([CH3:14])(=[O:13])=[O:12])[C:5]=23)[CH2:18][CH2:17]1, predict the reactants needed to synthesize it. The reactants are: Cl[C:2]1[N:7]=[C:6]2[NH:8][N:9]=[C:10]([S:11]([CH3:14])(=[O:13])=[O:12])[C:5]2=[C:4]([NH:15][CH:16]2[CH2:18][CH2:17]2)[N:3]=1.[O:19]1[CH2:24][CH2:23][N:22]([C:25]2[CH:31]=[CH:30][C:28]([NH2:29])=[CH:27][CH:26]=2)[CH2:21][CH2:20]1. (10) Given the product [ClH:2].[Cl:2][C:3]1[CH:8]=[CH:7][N:6]=[C:5]([C:9]([NH:11][CH3:12])=[O:10])[CH:4]=1, predict the reactants needed to synthesize it. The reactants are: Cl.[Cl:2][C:3]1[CH:8]=[CH:7][N:6]=[C:5]([C:9]([NH:11][CH3:12])=[O:10])[CH:4]=1.